Task: Predict the reaction yield, written as a fraction of the theoretical maximum amount of product (1.0 means a 100% yield; for example, 0.34 means a 34% yield).. Dataset: Reaction yield outcomes from USPTO patents with 853,638 reactions (1) The reactants are C([OH:3])C.[Br:4][C:5]1[N:9]2[CH:10]=[C:11]([C:16]#[N:17])[N:12]=[C:13]([S:14][CH3:15])[C:8]2=[N:7][CH:6]=1.C[Si](Cl)(C)C. The catalyst is O. The product is [Br:4][C:5]1[N:9]2[CH:10]=[C:11]([C:16]([NH2:17])=[O:3])[N:12]=[C:13]([S:14][CH3:15])[C:8]2=[N:7][CH:6]=1. The yield is 0.0800. (2) The reactants are [C:1]([C:5]1[CH:13]=[CH:12][CH:11]=[CH:10][C:6]=1[C:7]([OH:9])=O)([CH3:4])([CH3:3])[CH3:2].S(Cl)(Cl)=O.C(C1C=CC=CC=1[C:24](Cl)=[O:25])(C)(C)C.[CH3:31][CH2:32][N:33]([CH2:36]C)CC.CO.[C:40]1([CH3:46])[CH:45]=CC=C[CH:41]=1. No catalyst specified. The product is [CH3:4][C:1]([C:5]1[CH:13]=[CH:12][CH:11]=[CH:10][C:6]=1[C:7]([N:33]([CH2:32][CH3:31])[CH:36]([O:25][CH3:24])[C:40]([CH3:41])([CH3:45])[CH3:46])=[O:9])([CH3:2])[CH3:3]. The yield is 0.770. (3) The reactants are [NH2:1][C:2]1[CH:7]=[N:6][CH:5]=[CH:4][N:3]=1.CC(C)([O-])C.[K+].[Cl:14][C:15]1[C:20]([N+:21]([O-:23])=[O:22])=[C:19](Cl)[CH:18]=[C:17]([CH3:25])[N:16]=1.[NH4+].[Cl-]. The catalyst is CS(C)=O. The product is [Cl:14][C:15]1[C:20]([N+:21]([O-:23])=[O:22])=[C:19]([NH:1][C:2]2[CH:7]=[N:6][CH:5]=[CH:4][N:3]=2)[CH:18]=[C:17]([CH3:25])[N:16]=1. The yield is 0.230. (4) The catalyst is CC(O)C. The reactants are [CH3:1][C:2]1[CH:8]=[CH:7][CH:6]=[CH:5][C:3]=1[NH2:4].Cl[C:10]1[CH:27]=[C:14]2[C:15]3[C:20]([CH2:21][CH2:22][N:13]2[C:12](=[O:28])[N:11]=1)=[CH:19][C:18]([O:23][CH3:24])=[C:17]([O:25][CH3:26])[CH:16]=3. The product is [CH3:24][O:23][C:18]1[CH:19]=[C:20]2[C:15](=[CH:16][C:17]=1[O:25][CH3:26])[C:14]1=[CH:27][C:10](=[N:4][C:3]3[CH:5]=[CH:6][CH:7]=[CH:8][C:2]=3[CH3:1])[NH:11][C:12](=[O:28])[N:13]1[CH2:22][CH2:21]2. The yield is 1.00. (5) The reactants are [C:1]1(B(O)O)[CH:6]=[CH:5][CH:4]=[CH:3][CH:2]=1.[F-].[K+].Br[C:13]1[CH:22]=[CH:21][C:16]([NH:17][C:18](=[O:20])[CH3:19])=[CH:15][CH:14]=1. The catalyst is C([O-])(=O)C.[Pd+2].C([O-])(=O)C.C(P(C(C)(C)C)C1C=CC=CC=1C1C=CC=CC=1)(C)(C)C. The product is [C:18]([NH:17][C:16]1[CH:21]=[CH:22][C:13]([C:1]2[CH:6]=[CH:5][CH:4]=[CH:3][CH:2]=2)=[CH:14][CH:15]=1)(=[O:20])[CH3:19]. The yield is 0.860. (6) The reactants are C1(P(N=[N+]=[N-])(C2C=CC=CC=2)=[O:8])C=CC=CC=1.C([N:20]([CH2:23][CH3:24])[CH2:21]C)C.[O:25]=[C:26]1C2[CH2:32][CH:28]([CH2:29]C2C(O)=O)[O:27]1.[C:36]1([CH2:42][OH:43])[CH:41]=[CH:40][CH:39]=[CH:38][CH:37]=1. The catalyst is C1(C)C=CC=CC=1. The product is [O:25]=[C:26]1[CH:24]2[CH2:32][CH:28]([CH2:29][CH:23]2[NH:20][C:21](=[O:8])[O:43][CH2:42][C:36]2[CH:41]=[CH:40][CH:39]=[CH:38][CH:37]=2)[O:27]1. The yield is 0.720. (7) The reactants are [CH3:1][O:2][CH2:3][CH2:4][O:5][CH2:6][C:7]([C:10]1[CH:15]=[CH:14][C:13]([N+:16]([O-])=O)=[CH:12][CH:11]=1)([CH3:9])[CH3:8]. The catalyst is CO.[Ni]. The product is [CH3:1][O:2][CH2:3][CH2:4][O:5][CH2:6][C:7]([C:10]1[CH:15]=[CH:14][C:13]([NH2:16])=[CH:12][CH:11]=1)([CH3:9])[CH3:8]. The yield is 0.770. (8) The reactants are Cl[C:2]1[CH:11]=[C:10]([Cl:12])[C:9]2[C:4](=[CH:5][C:6]([O:13][CH3:14])=[CH:7][CH:8]=2)[N:3]=1.[CH:15]([NH:18][C:19]1[CH:23]=[CH:22][NH:21][N:20]=1)([CH3:17])[CH3:16]. The catalyst is ClCCl. The product is [Cl:12][C:10]1[C:9]2[C:4](=[CH:5][C:6]([O:13][CH3:14])=[CH:7][CH:8]=2)[N:3]=[C:2]([N:21]2[CH:22]=[CH:23][C:19]([NH:18][CH:15]([CH3:17])[CH3:16])=[N:20]2)[CH:11]=1. The yield is 0.820. (9) The reactants are [NH2:1][C:2]1[CH:9]=[CH:8][CH:7]=[C:6]([O:10][CH2:11][CH:12]([CH3:14])[CH3:13])[C:3]=1[C:4]#[N:5].[C:15]([O:21][CH2:22][CH3:23])(=[O:20])[CH2:16][C:17]([CH3:19])=O.Cl[Sn](Cl)(Cl)Cl. The catalyst is C1(C)C=CC=CC=1. The product is [NH2:5][C:4]1[C:3]2[C:2](=[CH:9][CH:8]=[CH:7][C:6]=2[O:10][CH2:11][CH:12]([CH3:14])[CH3:13])[N:1]=[C:17]([CH3:19])[C:16]=1[C:15]([O:21][CH2:22][CH3:23])=[O:20]. The yield is 0.690. (10) The reactants are [OH:1][C:2]1[CH:7]=[C:6]([CH3:8])[CH:5]=[CH:4][N:3]=1.[CH3:9][O:10][C:11](=[O:22])[C:12]1[CH:17]=[C:16]([N+:18]([O-:20])=[O:19])[CH:15]=[C:14](I)[CH:13]=1.N1C2C(=CC=C3C=2N=CC=C3)C=CC=1.[O-]P([O-])([O-])=O.[K+].[K+].[K+]. The catalyst is [Cu]I.O1CCOCC1. The product is [CH3:9][O:10][C:11](=[O:22])[C:12]1[CH:17]=[C:16]([N+:18]([O-:20])=[O:19])[CH:15]=[C:14]([N:3]2[CH:4]=[CH:5][C:6]([CH3:8])=[CH:7][C:2]2=[O:1])[CH:13]=1. The yield is 0.610.